Dataset: Reaction yield outcomes from USPTO patents with 853,638 reactions. Task: Predict the reaction yield, written as a fraction of the theoretical maximum amount of product (1.0 means a 100% yield; for example, 0.34 means a 34% yield). (1) The product is [CH2:12]([O:19][C:20]1[CH:21]=[CH:22][C:23]([CH2:26][O:11][C:7]2[CH:6]=[C:5]3[C:10](=[CH:9][CH:8]=2)[N:1]=[CH:2][CH:3]=[CH:4]3)=[CH:24][CH:25]=1)[C:13]1[CH:14]=[CH:15][CH:16]=[CH:17][CH:18]=1. The yield is 0.860. The reactants are [N:1]1[C:10]2[C:5](=[CH:6][C:7]([OH:11])=[CH:8][CH:9]=2)[CH:4]=[CH:3][CH:2]=1.[CH2:12]([O:19][C:20]1[CH:25]=[CH:24][C:23]([CH2:26]Cl)=[CH:22][CH:21]=1)[C:13]1[CH:18]=[CH:17][CH:16]=[CH:15][CH:14]=1.CC(C)([O-])C.[K+]. The catalyst is CS(C)=O. (2) The reactants are [Si]([O:18][CH:19]1[CH2:22][N:21]([C:23]2[S:24][CH:25]=[C:26]([C:28]([N:30]3[CH2:35][CH2:34][CH2:33][CH2:32][CH2:31]3)=[O:29])[N:27]=2)[CH2:20]1)(C(C)(C)C)(C1C=CC=CC=1)C1C=CC=CC=1.[F-].C([N+](CCCC)(CCCC)CCCC)CCC. The catalyst is O1CCCC1. The product is [OH:18][CH:19]1[CH2:22][N:21]([C:23]2[S:24][CH:25]=[C:26]([C:28]([N:30]3[CH2:31][CH2:32][CH2:33][CH2:34][CH2:35]3)=[O:29])[N:27]=2)[CH2:20]1. The yield is 0.970. (3) The reactants are Br[C:2]1[CH:7]=[CH:6][C:5]([CH3:8])=[CH:4][CH:3]=1.[C:9]1(B(O)O)[CH:14]=[CH:13]C=[CH:11][CH:10]=1.[C:18](=O)([O-])[O-].[K+].[K+]. The catalyst is C1(C)C(C)=CC=CC=1. The product is [CH3:18][C:2]1[CH:7]=[CH:6][C:5]([C:8]2[CH:13]=[CH:14][CH:9]=[CH:10][CH:11]=2)=[CH:4][CH:3]=1. The yield is 0.990. (4) The reactants are [C:1]1([CH3:11])[CH:6]=[CH:5][C:4]([S:7](Cl)(=[O:9])=[O:8])=[CH:3][CH:2]=1.N1C=CC=CC=1.Cl[CH:19]([OH:21])[CH3:20].[Cl:22]CCl. No catalyst specified. The product is [Cl:22][CH2:20][CH2:19][O:21][S:7]([C:4]1[CH:5]=[CH:6][C:1]([CH3:11])=[CH:2][CH:3]=1)(=[O:9])=[O:8]. The yield is 1.00. (5) The reactants are Br[C:2]1[C:10]2[C:5](=[CH:6][CH:7]=[C:8]([C:11]#[N:12])[CH:9]=2)[N:4]([CH:13]2[CH2:18][CH2:17][CH2:16][CH2:15][O:14]2)[N:3]=1.[NH2:19][C:20]1[CH:21]=[C:22](B(O)O)[CH:23]=[CH:24][CH:25]=1.ClCCl.P([O-])([O-])([O-])=O.[K+].[K+].[K+]. The catalyst is COCCOC.C1(P(C2C=CC=CC=2)[C-]2C=CC=C2)C=CC=CC=1.[C-]1(P(C2C=CC=CC=2)C2C=CC=CC=2)C=CC=C1.[Fe+2]. The product is [NH2:19][C:20]1[CH:25]=[C:24]([C:2]2[C:10]3[C:5](=[CH:6][CH:7]=[C:8]([C:11]#[N:12])[CH:9]=3)[N:4]([CH:13]3[CH2:18][CH2:17][CH2:16][CH2:15][O:14]3)[N:3]=2)[CH:23]=[CH:22][CH:21]=1. The yield is 0.870. (6) The reactants are [C:1]([C:3]1[CH:4]=[C:5]([CH2:16][NH:17][C:18]2[C:19]([F:32])=[C:20]([CH:28]=[CH:29][C:30]=2[F:31])[O:21][CH2:22][C:23]([O:25]CC)=[O:24])[CH:6]=[C:7]([C:9]2[CH:14]=[CH:13][CH:12]=[C:11]([F:15])[CH:10]=2)[CH:8]=1)#[N:2].O.O[Li].O. The catalyst is C1COCC1. The product is [C:1]([C:3]1[CH:4]=[C:5]([CH2:16][NH:17][C:18]2[C:19]([F:32])=[C:20]([CH:28]=[CH:29][C:30]=2[F:31])[O:21][CH2:22][C:23]([OH:25])=[O:24])[CH:6]=[C:7]([C:9]2[CH:14]=[CH:13][CH:12]=[C:11]([F:15])[CH:10]=2)[CH:8]=1)#[N:2]. The yield is 0.250. (7) The catalyst is C(Cl)Cl. The yield is 0.660. The product is [CH3:10][C:7]([C:11]1[CH:16]=[CH:15][CH:14]=[CH:13][CH:12]=1)([CH3:6])[CH2:8][NH:9][C:1](=[O:4])[O:2][CH3:3]. The reactants are [C:1](Cl)(=[O:4])[O:2][CH3:3].[CH3:6][C:7]([C:11]1[CH:16]=[CH:15][CH:14]=[CH:13][CH:12]=1)([CH3:10])[CH2:8][NH2:9].N1C=CC=CC=1.